This data is from Catalyst prediction with 721,799 reactions and 888 catalyst types from USPTO. The task is: Predict which catalyst facilitates the given reaction. (1) Reactant: [C:1]([NH:5][S:6]([C:9]1[CH:10]=[C:11]([CH2:15][OH:16])[N:12]([CH3:14])[CH:13]=1)(=[O:8])=[O:7])([CH3:4])([CH3:3])[CH3:2]. Product: [C:1]([NH:5][S:6]([C:9]1[CH:10]=[C:11]([CH:15]=[O:16])[N:12]([CH3:14])[CH:13]=1)(=[O:8])=[O:7])([CH3:4])([CH3:2])[CH3:3]. The catalyst class is: 725. (2) Reactant: [NH2:1][C:2]1[CH:7]=[C:6]([O:8][C:9]2[CH:14]=[CH:13][C:12]([F:15])=[CH:11][CH:10]=2)[CH:5]=[CH:4][C:3]=1[NH:16][C:17](=O)[C@@H:18]([NH:28]C(=O)OC(C)(C)C)[CH2:19][O:20][CH2:21][C:22]1[CH:27]=[CH:26][CH:25]=[CH:24][CH:23]=1. Product: [CH2:21]([O:20][CH2:19][C@@H:18]([C:17]1[NH:16][C:3]2[CH:4]=[CH:5][C:6]([O:8][C:9]3[CH:14]=[CH:13][C:12]([F:15])=[CH:11][CH:10]=3)=[CH:7][C:2]=2[N:1]=1)[NH2:28])[C:22]1[CH:27]=[CH:26][CH:25]=[CH:24][CH:23]=1. The catalyst class is: 15. (3) Reactant: [CH2:1]([O:8][C:9](=[O:26])[C:10]1[CH:15]=[C:14]([CH:16]=O)[CH:13]=[CH:12][C:11]=1[O:18][CH2:19][C:20]1[CH:25]=[CH:24][CH:23]=[CH:22][CH:21]=1)[C:2]1[CH:7]=[CH:6][CH:5]=[CH:4][CH:3]=1.Cl.NO.C[N:31]1CCCC1=O.Cl. Product: [CH2:1]([O:8][C:9](=[O:26])[C:10]1[CH:15]=[C:14]([C:16]#[N:31])[CH:13]=[CH:12][C:11]=1[O:18][CH2:19][C:20]1[CH:25]=[CH:24][CH:23]=[CH:22][CH:21]=1)[C:2]1[CH:7]=[CH:6][CH:5]=[CH:4][CH:3]=1. The catalyst class is: 6. (4) Reactant: [C:1]([O:7][CH2:8][C@H:9]1[CH2:14][C@@H:13]([O:15][Si:16]([C:29]([CH3:32])([CH3:31])[CH3:30])([C:23]2[CH:28]=[CH:27][CH:26]=[CH:25][CH:24]=2)[C:17]2[CH:22]=[CH:21][CH:20]=[CH:19][CH:18]=2)[CH2:12][CH2:11][C@@:10]1([C@H:34]1[CH2:42][CH2:41][C@@:40]2([CH3:43])[C@@H:36]([CH2:37][CH2:38][C@@:39]2([OH:50])[C:44]2[CH:49]=[CH:48][CH:47]=[CH:46][CH:45]=2)[C@@H:35]1[CH2:51][OH:52])[CH3:33])(=[O:6])[C:2]([CH3:5])([CH3:4])[CH3:3].[CH3:53][S:54](Cl)(=[O:56])=[O:55]. Product: [C:1]([O:7][CH2:8][C@H:9]1[CH2:14][C@@H:13]([O:15][Si:16]([C:29]([CH3:32])([CH3:31])[CH3:30])([C:23]2[CH:28]=[CH:27][CH:26]=[CH:25][CH:24]=2)[C:17]2[CH:22]=[CH:21][CH:20]=[CH:19][CH:18]=2)[CH2:12][CH2:11][C@@:10]1([C@H:34]1[CH2:42][CH2:41][C@@:40]2([CH3:43])[C@@H:36]([CH2:37][CH2:38][C@@:39]2([OH:50])[C:44]2[CH:49]=[CH:48][CH:47]=[CH:46][CH:45]=2)[C@@H:35]1[CH2:51][O:52][S:54]([CH3:53])(=[O:56])=[O:55])[CH3:33])(=[O:6])[C:2]([CH3:3])([CH3:4])[CH3:5]. The catalyst class is: 2.